From a dataset of Peptide-MHC class I binding affinity with 185,985 pairs from IEDB/IMGT. Regression. Given a peptide amino acid sequence and an MHC pseudo amino acid sequence, predict their binding affinity value. This is MHC class I binding data. (1) The peptide sequence is AASGFTFSSY. The MHC is HLA-A01:01 with pseudo-sequence HLA-A01:01. The binding affinity (normalized) is 0.213. (2) The peptide sequence is YPKSNSGDKY. The MHC is HLA-B53:01 with pseudo-sequence HLA-B53:01. The binding affinity (normalized) is 0.537. (3) The peptide sequence is AMQTNADAI. The MHC is H-2-Kb with pseudo-sequence H-2-Kb. The binding affinity (normalized) is 0.579. (4) The peptide sequence is SVHQFFWFQ. The MHC is HLA-A02:03 with pseudo-sequence HLA-A02:03. The binding affinity (normalized) is 0.0847. (5) The peptide sequence is QPGGSLRLSCA. The MHC is HLA-B54:01 with pseudo-sequence HLA-B54:01. The binding affinity (normalized) is 0.203. (6) The MHC is HLA-B40:01 with pseudo-sequence HLA-B40:01. The binding affinity (normalized) is 0.115. The peptide sequence is YVFPVIFSR. (7) The peptide sequence is FQKDAKVLF. The MHC is HLA-A31:01 with pseudo-sequence HLA-A31:01. The binding affinity (normalized) is 0.0847.